From a dataset of NCI-60 drug combinations with 297,098 pairs across 59 cell lines. Regression. Given two drug SMILES strings and cell line genomic features, predict the synergy score measuring deviation from expected non-interaction effect. Drug 1: CC1=C2C(C(=O)C3(C(CC4C(C3C(C(C2(C)C)(CC1OC(=O)C(C(C5=CC=CC=C5)NC(=O)OC(C)(C)C)O)O)OC(=O)C6=CC=CC=C6)(CO4)OC(=O)C)OC)C)OC. Drug 2: C1=NC2=C(N1)C(=S)N=C(N2)N. Cell line: SF-268. Synergy scores: CSS=35.3, Synergy_ZIP=-6.19, Synergy_Bliss=-6.45, Synergy_Loewe=-15.2, Synergy_HSA=-2.61.